From a dataset of Peptide-MHC class II binding affinity with 134,281 pairs from IEDB. Regression. Given a peptide amino acid sequence and an MHC pseudo amino acid sequence, predict their binding affinity value. This is MHC class II binding data. (1) The peptide sequence is HYTVDKSKPKVYQ. The MHC is DRB1_1301 with pseudo-sequence DRB1_1301. The binding affinity (normalized) is 0. (2) The peptide sequence is GVTVKDVTITAPGDS. The MHC is DRB1_0802 with pseudo-sequence DRB1_0802. The binding affinity (normalized) is 0.448.